This data is from Full USPTO retrosynthesis dataset with 1.9M reactions from patents (1976-2016). The task is: Predict the reactants needed to synthesize the given product. Given the product [CH3:11][C:12]1[CH:13]=[C:14]([O:23][C:2]2[CH:7]=[CH:6][N:5]=[CH:4][C:3]=2[N+:8]([O-:10])=[O:9])[N:15]([C:17]2[CH:22]=[CH:21][CH:20]=[CH:19][CH:18]=2)[N:16]=1, predict the reactants needed to synthesize it. The reactants are: Cl[C:2]1[CH:7]=[CH:6][N:5]=[CH:4][C:3]=1[N+:8]([O-:10])=[O:9].[CH3:11][C:12]1[CH2:13][C:14](=[O:23])[N:15]([C:17]2[CH:22]=[CH:21][CH:20]=[CH:19][CH:18]=2)[N:16]=1.C(=O)([O-])[O-].[K+].[K+].O.